From a dataset of Forward reaction prediction with 1.9M reactions from USPTO patents (1976-2016). Predict the product of the given reaction. (1) The product is: [CH3:15][O:16][C:17]1[CH:22]=[CH:21][C:20]2[C:23]3[NH:27][N:26]=[C:25]([CH3:28])[C:24]=3[N:29]=[C:30]([C:31]3[CH:36]=[CH:35][CH:34]=[CH:33][CH:32]=3)[C:19]=2[CH:18]=1. Given the reactants O=P12OP3(OP(OP(O3)(O1)=O)(=O)O2)=O.[CH3:15][O:16][C:17]1[CH:22]=[CH:21][C:20]([C:23]2[NH:27][N:26]=[C:25]([CH3:28])[C:24]=2[NH:29][C:30](=O)[C:31]2[CH:36]=[CH:35][CH:34]=[CH:33][CH:32]=2)=[CH:19][CH:18]=1.C(=O)([O-])O.[Na+], predict the reaction product. (2) Given the reactants [CH3:1][C:2]([SH:5])([CH3:4])[CH3:3].[CH2:6]([O:8][C:9]([C:11]1[N:12]([C:31]2[CH:36]=[CH:35][C:34]([O:37][CH:38]([CH3:40])[CH3:39])=[CH:33][CH:32]=2)[C:13]2[C:18]([C:19]=1I)=[CH:17][C:16]([C:21]1[CH:26]=[CH:25][C:24]([C:27]([F:30])([F:29])[F:28])=[CH:23][N:22]=1)=[CH:15][CH:14]=2)=[O:10])[CH3:7].CC(C)([O-])C.[K+], predict the reaction product. The product is: [CH2:6]([O:8][C:9]([C:11]1[N:12]([C:31]2[CH:32]=[CH:33][C:34]([O:37][CH:38]([CH3:39])[CH3:40])=[CH:35][CH:36]=2)[C:13]2[C:18]([C:19]=1[S:5][C:2]([CH3:4])([CH3:3])[CH3:1])=[CH:17][C:16]([C:21]1[CH:26]=[CH:25][C:24]([C:27]([F:29])([F:30])[F:28])=[CH:23][N:22]=1)=[CH:15][CH:14]=2)=[O:10])[CH3:7].